Predict the reaction yield, written as a fraction of the theoretical maximum amount of product (1.0 means a 100% yield; for example, 0.34 means a 34% yield). From a dataset of Reaction yield outcomes from USPTO patents with 853,638 reactions. (1) The reactants are [Cl:1][C:2]1[CH:7]=[CH:6][C:5](I)=[CH:4][C:3]=1[C:9]1[O:13][N:12]=[C:11]([CH2:14][N:15]2[C:23]3[C:18](=[C:19]([C:26]([F:29])([F:28])[F:27])[C:20]([C:24]#[N:25])=[CH:21][CH:22]=3)[CH:17]=[C:16]2[CH2:30][CH2:31][CH3:32])[N:10]=1.[CH3:33][OH:34].CN([CH:38]=[O:39])C. The catalyst is CC([O-])=O.CC([O-])=O.[Pd+2]. The product is [Cl:1][C:2]1[CH:7]=[CH:6][C:5]([C:33]([O:39][CH3:38])=[O:34])=[CH:4][C:3]=1[C:9]1[O:13][N:12]=[C:11]([CH2:14][N:15]2[C:23]3[C:18](=[C:19]([C:26]([F:28])([F:29])[F:27])[C:20]([C:24]#[N:25])=[CH:21][CH:22]=3)[CH:17]=[C:16]2[CH2:30][CH2:31][CH3:32])[N:10]=1. The yield is 0.640. (2) The reactants are [CH:1]1([C:7]2([CH3:14])[C:11](=[O:12])[NH:10][N:9]=[C:8]2[CH3:13])[CH2:6][CH2:5][CH2:4][CH2:3][CH2:2]1.Br[CH2:16][C:17]([C:19]1[CH:27]=[CH:26][C:22]2[O:23][CH2:24][O:25][C:21]=2[CH:20]=1)=[O:18]. No catalyst specified. The product is [O:23]1[C:22]2[CH:26]=[CH:27][C:19]([C:17](=[O:18])[CH2:16][N:10]3[C:11](=[O:12])[C:7]([CH:1]4[CH2:2][CH2:3][CH2:4][CH2:5][CH2:6]4)([CH3:14])[C:8]([CH3:13])=[N:9]3)=[CH:20][C:21]=2[O:25][CH2:24]1. The yield is 0.540. (3) The reactants are [F:1][C:2]1[CH:10]=[C:6]([C:7]([OH:9])=O)[C:5]([OH:11])=[CH:4][CH:3]=1.[F:12][C:13]([F:26])([F:25])[C:14]1[CH:15]=[C:16]([CH:18]=[C:19]([C:21]([F:24])([F:23])[F:22])[CH:20]=1)[NH2:17]. No catalyst specified. The product is [F:12][C:13]([F:25])([F:26])[C:14]1[CH:15]=[C:16]([NH:17][C:7](=[O:9])[C:6]2[CH:10]=[C:2]([F:1])[CH:3]=[CH:4][C:5]=2[OH:11])[CH:18]=[C:19]([C:21]([F:22])([F:24])[F:23])[CH:20]=1. The yield is 0.587. (4) The reactants are Cl.[F:2][C:3]1[CH:4]=[C:5]([CH:15]([NH2:17])[CH3:16])[CH:6]=[N:7][C:8]=1[O:9][CH2:10][C:11]([F:14])([F:13])[F:12].[NH2:18][C:19]1[N:24]=[C:23]([C:25](O)=[O:26])[CH:22]=[CH:21][N:20]=1. No catalyst specified. The product is [NH2:18][C:19]1[N:24]=[C:23]([C:25]([NH:17][CH:15]([C:5]2[CH:6]=[N:7][C:8]([O:9][CH2:10][C:11]([F:12])([F:13])[F:14])=[C:3]([F:2])[CH:4]=2)[CH3:16])=[O:26])[CH:22]=[CH:21][N:20]=1. The yield is 0.550.